From a dataset of CYP2C9 inhibition data for predicting drug metabolism from PubChem BioAssay. Regression/Classification. Given a drug SMILES string, predict its absorption, distribution, metabolism, or excretion properties. Task type varies by dataset: regression for continuous measurements (e.g., permeability, clearance, half-life) or binary classification for categorical outcomes (e.g., BBB penetration, CYP inhibition). Dataset: cyp2c9_veith. (1) The drug is c1ccc(N2CC[C@@]3(CCCNC3)C2)nc1. The result is 0 (non-inhibitor). (2) The result is 1 (inhibitor). The compound is O=C(c1ccco1)N1CCN(C(=O)c2ccc(COc3ccc4c(c3)CCC4)o2)CC1. (3) The compound is CCn1nnnc1SCC(=O)NC1CCCC1. The result is 0 (non-inhibitor). (4) The molecule is CCC/C=C(\CCC)C(NS(=O)(=O)c1ccc(Cl)cc1)c1ccc(C(=O)OC)cc1. The result is 1 (inhibitor). (5) The molecule is NC(=O)CCCCn1ccc(NC(N)=NCC(F)(F)F)n1. The result is 0 (non-inhibitor). (6) The compound is O=C(CSc1ccccc1C(=O)O)NCc1ccco1. The result is 0 (non-inhibitor). (7) The compound is CCOC(=O)c1ccc(Nc2nc(-c3cccnc3)nc3ccccc23)cc1. The result is 1 (inhibitor).